Dataset: Full USPTO retrosynthesis dataset with 1.9M reactions from patents (1976-2016). Task: Predict the reactants needed to synthesize the given product. Given the product [CH2:27]([N:12]1[C:11]2[CH:10]=[CH:9][CH:8]=[CH:7][C:6]=2[C:5]2[C:13]1=[CH:1][CH:2]=[CH:3][CH:4]=2)[CH2:26][CH2:25][CH2:24][CH2:23][CH2:22][CH2:21][CH2:20][CH2:19][CH2:18][CH2:17][CH2:16][CH3:15], predict the reactants needed to synthesize it. The reactants are: [CH:1]1[C:13]2[NH:12][C:11]3[C:6](=[CH:7][CH:8]=[CH:9][CH:10]=3)[C:5]=2[CH:4]=[CH:3][CH:2]=1.Br[CH2:15][CH2:16][CH2:17][CH2:18][CH2:19][CH2:20][CH2:21][CH2:22][CH2:23][CH2:24][CH2:25][CH2:26][CH3:27].[OH-].[Na+].C(N1C2C=CC=CC=2C2C1=CC=CC=2)CCCCCC.